The task is: Predict the reaction yield, written as a fraction of the theoretical maximum amount of product (1.0 means a 100% yield; for example, 0.34 means a 34% yield).. This data is from Reaction yield outcomes from USPTO patents with 853,638 reactions. (1) The reactants are [CH:1]([C:4]1[CH:9]=[CH:8][C:7]([OH:10])=[CH:6][CH:5]=1)([CH3:3])[CH3:2].[C:11](N1C=CN=C1)(N1C=CN=C1)=[O:12].[CH2:23]([O:30][C:31](=[O:48])[C:32]([CH3:47])([O:34][C:35]1[CH:40]=[CH:39][CH:38]=[C:37]([CH:41]2[CH2:46][CH2:45][CH2:44][NH:43][CH2:42]2)[CH:36]=1)[CH3:33])[C:24]1[CH:29]=[CH:28][CH:27]=[CH:26][CH:25]=1.Cl. The catalyst is C1(C)C=CC=CC=1.O. The product is [CH:1]([C:4]1[CH:9]=[CH:8][C:7]([O:10][C:11]([N:43]2[CH2:44][CH2:45][CH2:46][CH:41]([C:37]3[CH:38]=[CH:39][CH:40]=[C:35]([O:34][C:32]([C:31]([O:30][CH2:23][C:24]4[CH:29]=[CH:28][CH:27]=[CH:26][CH:25]=4)=[O:48])([CH3:33])[CH3:47])[CH:36]=3)[CH2:42]2)=[O:12])=[CH:6][CH:5]=1)([CH3:3])[CH3:2]. The yield is 0.600. (2) The reactants are Cl[C:2]1[C:3]2[C:10]([C:11]3[CH:16]=[CH:15][C:14](OC)=[CH:13][CH:12]=3)=[CH:9][NH:8][C:4]=2[N:5]=[CH:6][N:7]=1.C1(S(N2C3N=CN=C(Cl)C=3C(I)=C2)(=O)=O)C=CC=CC=1.[N+:39](C1C=C(B(O)O)C=CC=1)([O-:41])=[O:40].[NH2:51][C:52]1[CH:53]=[C:54]([C:58]#[CH:59])[CH:55]=[CH:56][CH:57]=1. No catalyst specified. The product is [C:58]([C:54]1[CH:53]=[C:52]([NH:51][C:2]2[C:3]3[C:10]([C:11]4[CH:16]=[CH:15][CH:14]=[C:13]([N+:39]([O-:41])=[O:40])[CH:12]=4)=[CH:9][NH:8][C:4]=3[N:5]=[CH:6][N:7]=2)[CH:57]=[CH:56][CH:55]=1)#[CH:59]. The yield is 0.150. (3) The reactants are [N:1]([CH2:4][CH2:5][CH2:6][C:7]1([C:20]2[CH:25]=[CH:24][CH:23]=[CH:22][CH:21]=2)[NH:11][N:10]=[C:9]([C:12]2[CH:17]=[C:16]([F:18])[CH:15]=[CH:14][C:13]=2[F:19])[S:8]1)=[N+:2]=[N-:3].[C:26]([N:33]1C=CN=C1)(N1C=CN=C1)=[S:27].[NH2:38]N. The catalyst is C1COCC1. The product is [N:1]([CH2:4][CH2:5][CH2:6][C:7]1([C:20]2[CH:25]=[CH:24][CH:23]=[CH:22][CH:21]=2)[N:11]([C:26](=[S:27])[NH:33][NH2:38])[N:10]=[C:9]([C:12]2[CH:17]=[C:16]([F:18])[CH:15]=[CH:14][C:13]=2[F:19])[S:8]1)=[N+:2]=[N-:3]. The yield is 0.200. (4) The reactants are [Br:1][C:2]1[CH:8]=[CH:7][C:5]([NH2:6])=[CH:4][CH:3]=1.[CH3:9][CH:10]([CH3:14])[CH2:11][C:12]#[N:13].[Al+3].[Cl-].[Cl-].[Cl-]. No catalyst specified. The product is [Br:1][C:2]1[CH:8]=[CH:7][C:5]([NH:6][C:12](=[NH:13])[CH2:11][CH:10]([CH3:14])[CH3:9])=[CH:4][CH:3]=1. The yield is 0.490. (5) The reactants are Br[C:2]1[CH:34]=[CH:33][C:5]([CH2:6][C@@:7]([C:31]#[N:32])([C@H:12]([C:23]2[CH:28]=[CH:27][CH:26]=[CH:25][C:24]=2[O:29][CH3:30])[C:13]2[C:22]3[C:17](=[CH:18][CH:19]=[CH:20][CH:21]=3)[CH:16]=[CH:15][CH:14]=2)[C:8]([O:10][CH3:11])=[O:9])=[CH:4][CH:3]=1.[F:35][C:36]([F:47])([F:46])[C:37]1[CH:38]=[C:39](B(O)O)[CH:40]=[CH:41][CH:42]=1.[O-]P([O-])([O-])=O.[K+].[K+].[K+].O1CCOCC1. The catalyst is C1C=CC([P]([Pd]([P](C2C=CC=CC=2)(C2C=CC=CC=2)C2C=CC=CC=2)([P](C2C=CC=CC=2)(C2C=CC=CC=2)C2C=CC=CC=2)[P](C2C=CC=CC=2)(C2C=CC=CC=2)C2C=CC=CC=2)(C2C=CC=CC=2)C2C=CC=CC=2)=CC=1.O. The product is [C:31]([C@:7]([CH2:6][C:5]1[CH:4]=[CH:3][C:2]([C:39]2[CH:40]=[CH:41][CH:42]=[C:37]([C:36]([F:47])([F:46])[F:35])[CH:38]=2)=[CH:34][CH:33]=1)([C@H:12]([C:23]1[CH:28]=[CH:27][CH:26]=[CH:25][C:24]=1[O:29][CH3:30])[C:13]1[C:22]2[C:17](=[CH:18][CH:19]=[CH:20][CH:21]=2)[CH:16]=[CH:15][CH:14]=1)[C:8]([O:10][CH3:11])=[O:9])#[N:32]. The yield is 0.670. (6) The reactants are [F:1][C:2]([F:13])([F:12])[CH:3]1[CH2:8][CH2:7][CH2:6][NH:5][CH:4]1[C:9]([OH:11])=O.[N:14]1[CH:19]=[CH:18][C:17]([C:20]2[CH:26]=[CH:25][C:23]([NH2:24])=[CH:22][CH:21]=2)=[CH:16][CH:15]=1. No catalyst specified. The product is [N:14]1[CH:19]=[CH:18][C:17]([C:20]2[CH:26]=[CH:25][C:23]([NH:24][C:9]([CH:4]3[CH:3]([C:2]([F:1])([F:13])[F:12])[CH2:8][CH2:7][CH2:6][NH:5]3)=[O:11])=[CH:22][CH:21]=2)=[CH:16][CH:15]=1. The yield is 0.0800.